Dataset: Forward reaction prediction with 1.9M reactions from USPTO patents (1976-2016). Task: Predict the product of the given reaction. Given the reactants [OH:1][C@@H:2]1[C@@H:8]([N:9]2C(=O)C3C(=CC=CC=3)C2=O)[CH2:7][CH2:6][CH2:5][N:4]([S:20]([C:23]2[CH:28]=[CH:27][CH:26]=[CH:25][N:24]=2)(=[O:22])=[O:21])[CH2:3]1.NN, predict the reaction product. The product is: [NH2:9][C@H:8]1[CH2:7][CH2:6][CH2:5][N:4]([S:20]([C:23]2[CH:28]=[CH:27][CH:26]=[CH:25][N:24]=2)(=[O:22])=[O:21])[CH2:3][C@@H:2]1[OH:1].